From a dataset of Catalyst prediction with 721,799 reactions and 888 catalyst types from USPTO. Predict which catalyst facilitates the given reaction. (1) Reactant: [C:1]([O:5][C:6](=[O:16])[CH:7]([C:10]1[CH:15]=[CH:14][CH:13]=[CH:12][CH:11]=1)[CH2:8][NH2:9])([CH3:4])([CH3:3])[CH3:2].C[O:18][C:19]([C:21]1[N:22]=[CH:23][C:24]2[C:29]([C:30]=1[OH:31])=[CH:28][CH:27]=[C:26]([O:32][C:33]1[CH:38]=[CH:37][CH:36]=[CH:35][CH:34]=1)[CH:25]=2)=O.C1CCN2C(=NCCC2)CC1. Product: [C:1]([O:5][C:6](=[O:16])[CH:7]([C:10]1[CH:11]=[CH:12][CH:13]=[CH:14][CH:15]=1)[CH2:8][NH:9][C:19]([C:21]1[N:22]=[CH:23][C:24]2[C:29]([C:30]=1[OH:31])=[CH:28][CH:27]=[C:26]([O:32][C:33]1[CH:34]=[CH:35][CH:36]=[CH:37][CH:38]=1)[CH:25]=2)=[O:18])([CH3:4])([CH3:2])[CH3:3]. The catalyst class is: 44. (2) Reactant: [C:1]([C:5]1[CH:12]=[CH:11][C:8]([CH2:9][NH2:10])=[CH:7][CH:6]=1)([CH3:4])([CH3:3])[CH3:2].[CH:13]([N:16]=[C:17]=[O:18])([CH3:15])[CH3:14].[C:19](Cl)(=[O:24])[CH2:20][C:21](Cl)=[O:22]. Product: [CH3:3][C:1]([C:5]1[CH:6]=[CH:7][C:8]([CH2:9][N:10]2[C:21](=[O:22])[CH2:20][C:19](=[O:24])[N:16]([CH:13]([CH3:15])[CH3:14])[C:17]2=[O:18])=[CH:11][CH:12]=1)([CH3:4])[CH3:2]. The catalyst class is: 22. (3) Reactant: [OH:1][C:2]1[CH:7]=[C:6]([CH3:8])[C:5]([C:9](=[O:11])[CH3:10])=[C:4]([CH3:12])[CH:3]=1.Cl[CH2:14][CH:15]([OH:18])[CH2:16][OH:17]. Product: [OH:18][CH:15]([CH2:16][OH:17])[CH2:14][O:1][C:2]1[CH:3]=[C:4]([CH3:12])[C:5]([C:9](=[O:11])[CH3:10])=[C:6]([CH3:8])[CH:7]=1. The catalyst class is: 611. (4) Reactant: [CH3:1][C@@:2]1([O:30]C(=O)C)[C@H:6]([O:7]C(=O)C)[C@@H:5]([CH2:11][O:12]C(=O)C)[O:4][C@H:3]1[N:16]1[CH:29]=[C:20]2[CH:21]=[CH:22][C:23]3[C:24](=[S:28])[NH:25][N:26]=[CH:27][C:18]([C:19]=32)=[N:17]1.[OH-].[Na+].C(O)(=O)C. Product: [CH3:1][C@@:2]1([OH:30])[C@H:6]([OH:7])[C@@H:5]([CH2:11][OH:12])[O:4][C@H:3]1[N:16]1[CH:29]=[C:20]2[CH:21]=[CH:22][C:23]3[C:24](=[S:28])[NH:25][N:26]=[CH:27][C:18]([C:19]=32)=[N:17]1. The catalyst class is: 40. (5) Reactant: C([N:3](CC)CC)C.CN.F[P-](F)(F)(F)(F)F.N1(O[P+](N(C)C)(N(C)C)N(C)C)C2C=CC=CC=2N=N1.Cl[C:38]1[CH:46]=[CH:45][C:41]([C:42](O)=[O:43])=[C:40](NCC2C=CN=CC=2)[N:39]=1. Product: [C:42]([NH2:3])(=[O:43])[C:41]1[CH:45]=[CH:46][CH:38]=[N:39][CH:40]=1. The catalyst class is: 1.